From a dataset of Forward reaction prediction with 1.9M reactions from USPTO patents (1976-2016). Predict the product of the given reaction. (1) Given the reactants [NH2:1][NH2:2].[Br:3][C:4]1[C:5]([F:14])=[CH:6][C:7]([F:13])=[C:8]([C:10](=O)[CH3:11])[CH:9]=1, predict the reaction product. The product is: [Br:3][C:4]1[C:5]([F:14])=[CH:6][C:7]([F:13])=[C:8]([C:10](=[N:1][NH2:2])[CH3:11])[CH:9]=1. (2) Given the reactants S1[CH:5]=[CH:4][C:3]([CH:6]([OH:11])[CH2:7][CH2:8][CH2:9][OH:10])=[CH:2]1.[O:12]1C=CC(C=O)=C1, predict the reaction product. The product is: [O:12]1[CH:5]=[CH:4][C:3]([CH:6]([OH:11])[CH2:7][CH2:8][CH2:9][OH:10])=[CH:2]1. (3) Given the reactants Cl.O.[OH:3][C:4]12[C:15]3[C:10](=[C:11]([N+:16]([O-])=O)[CH:12]=[CH:13][CH:14]=3)[C:9](=[O:19])[C:8]1([NH:20][C:21](=[O:28])[C:22]1[CH:27]=[CH:26][CH:25]=[CH:24][N:23]=1)[C:7]1[CH:29]=[CH:30][C:31]([CH:33]([CH3:35])[CH3:34])=[CH:32][C:6]=1[O:5]2, predict the reaction product. The product is: [NH2:16][C:11]1[CH:12]=[CH:13][CH:14]=[C:15]2[C:10]=1[C:9](=[O:19])[C:8]1([NH:20][C:21](=[O:28])[C:22]3[CH:27]=[CH:26][CH:25]=[CH:24][N:23]=3)[C:7]3[CH:29]=[CH:30][C:31]([CH:33]([CH3:35])[CH3:34])=[CH:32][C:6]=3[O:5][C:4]12[OH:3]. (4) The product is: [S:44]([OH:48])([OH:47])(=[O:46])=[O:45].[CH:1]([O:4][C:5]([C:7]1[C@@H:8]([C:35]2[CH:40]=[CH:39][CH:38]=[C:37]([N+:41]([O-:43])=[O:42])[CH:36]=2)[C:9]([C:15]([O:17][CH:18]2[CH2:19][N:20]([CH:22]([C:29]3[CH:34]=[CH:33][CH:32]=[CH:31][CH:30]=3)[C:23]3[CH:28]=[CH:27][CH:26]=[CH:25][CH:24]=3)[CH2:21]2)=[O:16])=[C:10]([NH2:14])[NH:11][C:12]=1[CH3:13])=[O:6])([CH3:3])[CH3:2]. Given the reactants [CH:1]([O:4][C:5]([C:7]1[C@@H:8]([C:35]2[CH:40]=[CH:39][CH:38]=[C:37]([N+:41]([O-:43])=[O:42])[CH:36]=2)[C:9]([C:15]([O:17][CH:18]2[CH2:21][N:20]([CH:22]([C:29]3[CH:34]=[CH:33][CH:32]=[CH:31][CH:30]=3)[C:23]3[CH:28]=[CH:27][CH:26]=[CH:25][CH:24]=3)[CH2:19]2)=[O:16])=[C:10]([NH2:14])[NH:11][C:12]=1[CH3:13])=[O:6])([CH3:3])[CH3:2].[S:44](=[O:48])(=[O:47])([OH:46])[OH:45], predict the reaction product. (5) The product is: [Si:1]([O:8][C@H:9]1[CH2:14][CH2:13][C@H:12]([N:15]2[CH:19]=[C:18]([CH:20]=[O:21])[N:17]=[CH:16]2)[CH2:11][CH2:10]1)([C:4]([CH3:7])([CH3:5])[CH3:6])([CH3:3])[CH3:2]. Given the reactants [Si:1]([O:8][C@H:9]1[CH2:14][CH2:13][C@H:12]([N:15]2[CH:19]=[C:18]([CH2:20][OH:21])[N:17]=[CH:16]2)[CH2:11][CH2:10]1)([C:4]([CH3:7])([CH3:6])[CH3:5])([CH3:3])[CH3:2].C(=O)(O)[O-].[Na+].II.S([O-])([O-])(=O)=S.[Na+].[Na+], predict the reaction product.